This data is from Forward reaction prediction with 1.9M reactions from USPTO patents (1976-2016). The task is: Predict the product of the given reaction. Given the reactants CN(C([O:8]N1N=NC2C=CC=NC1=2)=[N+](C)C)C.F[P-](F)(F)(F)(F)F.[NH2:25][C@H:26]([CH2:30][C@H:31]([NH:47][C:48]([C:50]1[N:51]=[N:52][NH:53][CH:54]=1)=[O:49])[CH2:32][C:33]1[CH:38]=[CH:37][C:36]([C:39]2[CH:44]=[C:43]([Cl:45])[CH:42]=[CH:41][C:40]=2[F:46])=[CH:35][CH:34]=1)[C:27]([OH:29])=[O:28].[CH3:55][CH2:56][N:57](C(C)C)C(C)C, predict the reaction product. The product is: [NH2:57][CH2:56][C:55]([NH:25][C@H:26]([CH2:30][C@H:31]([NH:47][C:48]([C:50]1[N:51]=[N:52][NH:53][CH:54]=1)=[O:49])[CH2:32][C:33]1[CH:34]=[CH:35][C:36]([C:39]2[CH:44]=[C:43]([Cl:45])[CH:42]=[CH:41][C:40]=2[F:46])=[CH:37][CH:38]=1)[C:27]([OH:29])=[O:28])=[O:8].